Dataset: Peptide-MHC class II binding affinity with 134,281 pairs from IEDB. Task: Regression. Given a peptide amino acid sequence and an MHC pseudo amino acid sequence, predict their binding affinity value. This is MHC class II binding data. (1) The peptide sequence is ELYKYKVVKIEPLGV. The MHC is HLA-DQA10102-DQB10602 with pseudo-sequence HLA-DQA10102-DQB10602. The binding affinity (normalized) is 0.0505. (2) The peptide sequence is EAAVKQAYAATVAAA. The MHC is DRB4_0101 with pseudo-sequence DRB4_0103. The binding affinity (normalized) is 0.277. (3) The peptide sequence is VEFVTNMGIIIPDFA. The MHC is HLA-DPA10201-DPB10501 with pseudo-sequence HLA-DPA10201-DPB10501. The binding affinity (normalized) is 0.186. (4) The peptide sequence is TIPQSLDSWWTSLNF. The MHC is HLA-DPA10201-DPB10101 with pseudo-sequence HLA-DPA10201-DPB10101. The binding affinity (normalized) is 0.334. (5) The peptide sequence is NLVSRAITVTKPTRM. The MHC is H-2-IAd with pseudo-sequence H-2-IAd. The binding affinity (normalized) is 0.581. (6) The binding affinity (normalized) is 0.286. The peptide sequence is GAYLEEQEQWKTANE. The MHC is HLA-DQA10501-DQB10402 with pseudo-sequence HLA-DQA10501-DQB10402. (7) The peptide sequence is GTKTEAEDVIPEGWK. The MHC is DRB1_0401 with pseudo-sequence DRB1_0401. The binding affinity (normalized) is 0.0122. (8) The peptide sequence is YNFATCGLIGLVTFL. The MHC is DRB1_0701 with pseudo-sequence DRB1_0701. The binding affinity (normalized) is 0.440. (9) The peptide sequence is INSMKTSFSSRLLIN. The MHC is DRB1_0301 with pseudo-sequence DRB1_0301. The binding affinity (normalized) is 0.540.